This data is from Full USPTO retrosynthesis dataset with 1.9M reactions from patents (1976-2016). The task is: Predict the reactants needed to synthesize the given product. (1) Given the product [CH3:35][N:34]([CH3:36])[CH:29]1[CH2:28][C:27]2[C:31](=[CH:32][CH:33]=[C:25]([NH:24][C:20]3[N:19]=[C:18]([C:17]4[C:9]([C:4]5[CH:5]=[CH:6][C:7]([F:8])=[C:2]([NH:1][C:40](=[O:41])[C:39]6[C:38]([F:37])=[CH:46][CH:45]=[CH:44][C:43]=6[F:47])[CH:3]=5)=[N:10][N:11]5[CH:16]=[CH:15][CH:14]=[CH:13][C:12]=45)[CH:23]=[CH:22][N:21]=3)[CH:26]=2)[CH2:30]1, predict the reactants needed to synthesize it. The reactants are: [NH2:1][C:2]1[CH:3]=[C:4]([C:9]2[C:17]([C:18]3[CH:23]=[CH:22][N:21]=[C:20]([NH:24][C:25]4[CH:26]=[C:27]5[C:31](=[CH:32][CH:33]=4)[CH2:30][CH:29]([N:34]([CH3:36])[CH3:35])[CH2:28]5)[N:19]=3)=[C:12]3[CH:13]=[CH:14][CH:15]=[CH:16][N:11]3[N:10]=2)[CH:5]=[CH:6][C:7]=1[F:8].[F:37][C:38]1[CH:46]=[CH:45][CH:44]=[C:43]([F:47])[C:39]=1[C:40](Cl)=[O:41]. (2) Given the product [Br:3][C:4]1[CH:12]=[CH:11][C:10]([F:13])=[C:9]2[C:5]=1[CH2:6][CH2:7][CH:8]2[OH:14], predict the reactants needed to synthesize it. The reactants are: [BH4-].[Na+].[Br:3][C:4]1[CH:12]=[CH:11][C:10]([F:13])=[C:9]2[C:5]=1[CH2:6][CH2:7][C:8]2=[O:14].